Dataset: Forward reaction prediction with 1.9M reactions from USPTO patents (1976-2016). Task: Predict the product of the given reaction. (1) Given the reactants [CH2:1]1[C:5]2([CH2:10][CH2:9][N:8]([C:11]([O:13][C:14]([CH3:17])([CH3:16])[CH3:15])=[O:12])[CH2:7][CH2:6]2)[CH2:4][CH2:3][NH:2]1.[Br:18][C:19]1[CH:20]=[N:21][C:22](Cl)=[N:23][CH:24]=1.CCN(C(C)C)C(C)C, predict the reaction product. The product is: [C:14]([O:13][C:11]([N:8]1[CH2:9][CH2:10][C:5]2([CH2:1][N:2]([C:22]3[N:23]=[CH:24][C:19]([Br:18])=[CH:20][N:21]=3)[CH2:3][CH2:4]2)[CH2:6][CH2:7]1)=[O:12])([CH3:17])([CH3:16])[CH3:15]. (2) Given the reactants C([Si](C)(C)[O:6][CH2:7][CH2:8][NH:9][C:10]1[CH:15]=[C:14]([CH:16]([OH:39])[C:17]2[C:22]([NH:23][S:24]([C:27]3[CH:32]=[CH:31][C:30](C)=[C:29]([C:34]([F:37])([F:36])[F:35])[CH:28]=3)(=[O:26])=[O:25])=[CH:21][C:20]([Cl:38])=[CH:19][N:18]=2)[CH:13]=[CH:12][N:11]=1)(C)(C)C.O1CCOC[CH2:43]1, predict the reaction product. The product is: [Cl:38][C:20]1[CH:21]=[C:22]([NH:23][S:24]([C:27]2[CH:32]=[CH:31][CH:30]=[C:29]([C:34]([F:37])([F:36])[F:35])[C:28]=2[CH3:43])(=[O:26])=[O:25])[C:17]([C:16]([C:14]2[CH:13]=[CH:12][N:11]=[C:10]([NH:9][CH2:8][CH2:7][OH:6])[CH:15]=2)=[O:39])=[N:18][CH:19]=1. (3) The product is: [C:1]([O:5][C:6]([N:8]1[CH2:9][CH:10]=[C:11]([O:14][Si:16]([CH3:19])([CH3:18])[CH3:17])[CH2:12][CH2:13]1)=[O:7])([CH3:4])([CH3:2])[CH3:3]. Given the reactants [C:1]([O:5][C:6]([N:8]1[CH2:13][CH2:12][C:11](=[O:14])[CH2:10][CH2:9]1)=[O:7])([CH3:4])([CH3:3])[CH3:2].Cl[Si:16]([CH3:19])([CH3:18])[CH3:17].CCN(CC)CC, predict the reaction product. (4) Given the reactants Cl[CH2:2][C:3]1[N:4]=[C:5]([C:9]2[CH:18]=[CH:17][C:12]([C:13]([O:15][CH3:16])=[O:14])=[CH:11][CH:10]=2)[O:6][C:7]=1[CH3:8].[N:19]1([CH2:25][C:26]2[CH:31]=[CH:30][C:29]([S:32]([O-:34])=[O:33])=[CH:28][CH:27]=2)[CH2:24][CH2:23][CH2:22][CH2:21][CH2:20]1.[Li+].C(=O)([O-])[O-].[K+].[K+].O, predict the reaction product. The product is: [CH3:8][C:7]1[O:6][C:5]([C:9]2[CH:18]=[CH:17][C:12]([C:13]([O:15][CH3:16])=[O:14])=[CH:11][CH:10]=2)=[N:4][C:3]=1[CH2:2][S:32]([C:29]1[CH:28]=[CH:27][C:26]([CH2:25][N:19]2[CH2:24][CH2:23][CH2:22][CH2:21][CH2:20]2)=[CH:31][CH:30]=1)(=[O:33])=[O:34]. (5) The product is: [CH3:1][O:2][C:3]([C@@H:5]1[CH2:7][C@H:6]1[C:8]1[CH:13]=[CH:12][C:11]([OH:14])=[CH:10][C:9]=1[O:22][CH3:23])=[O:4]. Given the reactants [CH3:1][O:2][C:3]([C@@H:5]1[CH2:7][C@H:6]1[C:8]1[CH:13]=[CH:12][C:11]([O:14]CC2C=CC=CC=2)=[CH:10][C:9]=1[O:22][CH3:23])=[O:4], predict the reaction product.